Dataset: Forward reaction prediction with 1.9M reactions from USPTO patents (1976-2016). Task: Predict the product of the given reaction. (1) Given the reactants N12CCCN=C1CCCCC2.[F:12][C:13]([F:27])([F:26])[C:14]1[CH:19]=[CH:18][N:17]=[C:16]([C:20]2[NH:21][O:22][C:23](=[O:25])[N:24]=2)[CH:15]=1.[N:28]1([C:33](Cl)=[O:34])[CH2:32][CH2:31][CH2:30][CH2:29]1, predict the reaction product. The product is: [N:28]1([C:33]([N:24]2[C:23](=[O:25])[O:22][N:21]=[C:20]2[C:16]2[CH:15]=[C:14]([C:13]([F:12])([F:26])[F:27])[CH:19]=[CH:18][N:17]=2)=[O:34])[CH2:32][CH2:31][CH2:30][CH2:29]1. (2) Given the reactants CC(C)([O-])C.[K+].[F:7][C:8]1[CH:13]=[CH:12][C:11]([NH:14][NH2:15])=[CH:10][C:9]=1[C:16]([F:19])([F:18])[F:17].Br[CH:21]([CH2:24]Br)[C:22]#[N:23].O, predict the reaction product. The product is: [F:7][C:8]1[CH:13]=[CH:12][C:11]([N:14]2[CH:24]=[CH:21][C:22]([NH2:23])=[N:15]2)=[CH:10][C:9]=1[C:16]([F:17])([F:18])[F:19]. (3) Given the reactants [CH:1]([S:4]([N:7]1[C:11]2[CH:12]=[C:13]([C:16]3[N:17]=[C:18]([CH:27]4[CH2:32][CH2:31][N:30](C(OCC5C=CC=CC=5)=O)[CH2:29][CH2:28]4)[NH:19][C:20]=3[C:21]3[CH:26]=[CH:25][CH:24]=[CH:23][CH:22]=3)[CH:14]=[CH:15][C:10]=2[N:9]=[C:8]1[NH2:43])(=[O:6])=[O:5])([CH3:3])[CH3:2].C([O-])=O.[NH4+], predict the reaction product. The product is: [CH:1]([S:4]([N:7]1[C:11]2[CH:12]=[C:13]([C:16]3[N:17]=[C:18]([CH:27]4[CH2:32][CH2:31][NH:30][CH2:29][CH2:28]4)[NH:19][C:20]=3[C:21]3[CH:26]=[CH:25][CH:24]=[CH:23][CH:22]=3)[CH:14]=[CH:15][C:10]=2[N:9]=[C:8]1[NH2:43])(=[O:5])=[O:6])([CH3:3])[CH3:2]. (4) The product is: [O:27]=[C:6]1[NH:7][C@@H:8]([CH2:9][C:10]2[CH:11]=[CH:12][C:13]([O:16][C:17]3[N:18]=[CH:19][C:20]([CH:23]=[O:24])=[CH:21][CH:22]=3)=[CH:14][CH:15]=2)[CH2:25][O:5]1. Given the reactants C([O:5][C:6](=[O:27])[NH:7][C@H:8]([CH2:25]O)[CH2:9][C:10]1[CH:15]=[CH:14][C:13]([O:16][C:17]2[CH:22]=[CH:21][C:20]([CH:23]=[O:24])=[CH:19][N:18]=2)=[CH:12][CH:11]=1)(C)(C)C.S(Cl)(Cl)=O, predict the reaction product. (5) Given the reactants [CH2:1]([N:8]1[CH2:13][CH2:12][CH:11]([N:14]([CH3:32])[C:15]([N:17]2[CH:21]=[C:20]([C:22]3[CH:27]=[CH:26][CH:25]=[C:24]([NH:28][C:29]([NH2:31])=[O:30])[CH:23]=3)[N:19]=[CH:18]2)=[O:16])[CH2:10][CH2:9]1)[C:2]1[CH:7]=[CH:6][CH:5]=[CH:4][CH:3]=1.[CH3:33][S:34]([OH:37])(=[O:36])=[O:35], predict the reaction product. The product is: [CH3:33][S:34]([OH:37])(=[O:36])=[O:35].[CH2:1]([N:8]1[CH2:9][CH2:10][CH:11]([N:14]([CH3:32])[C:15]([N:17]2[CH:21]=[C:20]([C:22]3[CH:27]=[CH:26][CH:25]=[C:24]([NH:28][C:29]([NH2:31])=[O:30])[CH:23]=3)[N:19]=[CH:18]2)=[O:16])[CH2:12][CH2:13]1)[C:2]1[CH:7]=[CH:6][CH:5]=[CH:4][CH:3]=1. (6) Given the reactants Cl[C:2]1[N:3]=[CH:4][C:5]([C:8]([OH:10])=[O:9])=[N:6][CH:7]=1.S(=O)(=O)(O)O.[CH3:16][O-:17].[Na+].[OH-].[Na+].O, predict the reaction product. The product is: [CH3:16][O:17][C:2]1[N:3]=[CH:4][C:5]([C:8]([OH:10])=[O:9])=[N:6][CH:7]=1.